The task is: Predict which catalyst facilitates the given reaction.. This data is from Catalyst prediction with 721,799 reactions and 888 catalyst types from USPTO. (1) Reactant: [CH3:1][O:2][C:3]1[CH:8]=[C:7]([O:9][CH2:10][O:11][CH3:12])[CH:6]=[CH:5][C:4]=1[C:13]1[C:22]([CH2:23][O:24][C:25]([C:27]2[S:28][C:29]([CH3:32])=[CH:30][CH:31]=2)=[O:26])=[C:21]2[C:16]([NH:17][C:18]([CH3:35])([CH3:34])[C:19](=[O:33])[NH:20]2)=[CH:15][CH:14]=1.CI.[C:38](=O)([O-])[O-].[Cs+].[Cs+]. The catalyst class is: 42. Product: [CH3:1][O:2][C:3]1[CH:8]=[C:7]([O:9][CH2:10][O:11][CH3:12])[CH:6]=[CH:5][C:4]=1[C:13]1[C:22]([CH2:23][O:24][C:25]([C:27]2[S:28][C:29]([CH3:32])=[CH:30][CH:31]=2)=[O:26])=[C:21]2[C:16]([NH:17][C:18]([CH3:35])([CH3:34])[C:19](=[O:33])[N:20]2[CH3:38])=[CH:15][CH:14]=1. (2) Reactant: [N:1]([CH2:4][C@@H:5]1[CH2:9][CH2:8][CH2:7][N:6]1[C:10]([C@@H:12]([CH2:21][CH:22]=[CH2:23])[CH2:13][C:14]([O:16][C:17]([CH3:20])([CH3:19])[CH3:18])=[O:15])=[O:11])=[N+]=[N-].C1(P(C2C=CC=CC=2)C2C=CC=CC=2)C=CC=CC=1.[N-]=[N+]=[N-].O. Product: [NH2:1][CH2:4][C@@H:5]1[CH2:9][CH2:8][CH2:7][N:6]1[C:10]([C@@H:12]([CH2:21][CH:22]=[CH2:23])[CH2:13][C:14]([O:16][C:17]([CH3:18])([CH3:19])[CH3:20])=[O:15])=[O:11]. The catalyst class is: 20. (3) Product: [CH3:1][O:2][C:3]([C:5]1[C:6]([NH:17][C:18]2[CH:23]=[CH:22][C:21]([CH3:24])=[CH:20][C:19]=2[F:25])=[C:7]([F:16])[C:8]2[N:9]([C:11]([CH2:14][CH3:15])=[CH:12][N:13]=2)[CH:10]=1)=[O:4]. The catalyst class is: 45. Reactant: [CH3:1][O:2][C:3]([C:5]1[C:6]([NH:17][C:18]2[CH:23]=[CH:22][C:21]([CH3:24])=[CH:20][C:19]=2[F:25])=[C:7]([F:16])[C:8]2[N:9]([C:11]([C:14]#[CH:15])=[CH:12][N:13]=2)[CH:10]=1)=[O:4]. (4) Reactant: [Cl:1][C:2]1[CH:3]=[C:4]([N:11]2[C:15]([C:16](OCC)=[O:17])=[N:14][C:13]([CH3:21])=[N:12]2)[C:5]([N+:8]([O-])=O)=[N:6][CH:7]=1.Cl. Product: [Cl:1][C:2]1[CH:7]=[N:6][C:5]2[NH:8][C:16](=[O:17])[C:15]3[N:11]([N:12]=[C:13]([CH3:21])[N:14]=3)[C:4]=2[CH:3]=1. The catalyst class is: 770.